Dataset: Full USPTO retrosynthesis dataset with 1.9M reactions from patents (1976-2016). Task: Predict the reactants needed to synthesize the given product. (1) Given the product [O:37]1[CH2:38][CH2:39][CH:34]([NH:33][C:24]([C:19]2[NH:20][C:21]3[C:17]([C:18]=2[C:27]2[CH:28]=[N:29][CH:30]=[CH:31][CH:32]=2)=[CH:16][C:15]([NH:14][S:11]([C:8]2[CH:7]=[CH:6][C:5]([C:1]([CH3:3])([CH3:2])[CH3:4])=[CH:10][CH:9]=2)(=[O:12])=[O:13])=[CH:23][CH:22]=3)=[O:26])[CH2:35][CH2:36]1, predict the reactants needed to synthesize it. The reactants are: [C:1]([C:5]1[CH:10]=[CH:9][C:8]([S:11]([NH:14][C:15]2[CH:16]=[C:17]3[C:21](=[CH:22][CH:23]=2)[NH:20][C:19]([C:24]([OH:26])=O)=[C:18]3[C:27]2[CH:28]=[N:29][CH:30]=[CH:31][CH:32]=2)(=[O:13])=[O:12])=[CH:7][CH:6]=1)([CH3:4])([CH3:3])[CH3:2].[NH2:33][CH:34]1[CH2:39][CH2:38][O:37][CH2:36][CH2:35]1. (2) Given the product [NH2:9][C:10]1[C:11]([Cl:21])=[CH:12][C:13]([C:14]([N:16]([CH3:18])[CH3:17])=[O:15])=[CH:19][C:20]=1[Cl:8], predict the reactants needed to synthesize it. The reactants are: C1C(=O)N([Cl:8])C(=O)C1.[NH2:9][C:10]1[CH:20]=[CH:19][C:13]([C:14]([N:16]([CH3:18])[CH3:17])=[O:15])=[CH:12][C:11]=1[Cl:21]. (3) Given the product [C:18]([C:15]1[CH:16]=[CH:17][C:12]([S:11][CH2:10][CH2:9][O:8][C:28](=[O:27])[C:29]2[CH:30]=[CH:31][C:32]([CH2:35][N:36]3[CH2:41][CH2:40][CH2:39][N:38]4[CH2:42][CH2:43][CH2:44][CH:37]34)=[CH:33][CH:34]=2)=[CH:13][CH:14]=1)(=[O:19])[C:20]1[CH:25]=[CH:24][CH:23]=[CH:22][CH:21]=1, predict the reactants needed to synthesize it. The reactants are: C1(C)C=CC=CC=1.[OH:8][CH2:9][CH2:10][S:11][C:12]1[CH:17]=[CH:16][C:15]([C:18]([C:20]2[CH:25]=[CH:24][CH:23]=[CH:22][CH:21]=2)=[O:19])=[CH:14][CH:13]=1.C[O:27][C:28](=O)[C:29]1[CH:34]=[CH:33][C:32]([CH2:35][N:36]2[CH2:41][CH2:40][CH2:39][N:38]3[CH2:42][CH2:43][CH2:44][CH:37]23)=[CH:31][CH:30]=1.[H-].[Li+]. (4) Given the product [C:1]([Si:5]([CH3:69])([CH3:70])[O:6][CH:7]([CH:17]([OH:53])[CH2:18][CH:19]=[CH:20][CH:21]([O:45][Si:46]([C:49]([CH3:52])([CH3:51])[CH3:50])([CH3:48])[CH3:47])[CH2:22][C:23](=[CH2:44])[CH2:24][CH:25]([CH3:43])[CH2:26][CH:27]1[CH2:32][CH:31]=[CH:30][CH:29]([CH2:33][CH2:34][O:35][Si:36]([C:39]([CH3:40])([CH3:41])[CH3:42])([CH3:37])[CH3:38])[O:28]1)[CH:8]=[CH:9][CH:10]1[CH2:15][C:14]([CH3:16])=[CH:13][CH2:12][O:11]1)([CH3:4])([CH3:2])[CH3:3], predict the reactants needed to synthesize it. The reactants are: [C:1]([Si:5]([CH3:70])([CH3:69])[O:6][CH:7]([CH:17]([O:53]C(=O)CP(CC(F)(F)F)(CC(F)(F)F)=O)[CH2:18][CH:19]=[CH:20][CH:21]([O:45][Si:46]([C:49]([CH3:52])([CH3:51])[CH3:50])([CH3:48])[CH3:47])[CH2:22][C:23](=[CH2:44])[CH2:24][CH:25]([CH3:43])[CH2:26][CH:27]1[CH2:32][CH:31]=[CH:30][CH:29]([CH2:33][CH2:34][O:35][Si:36]([C:39]([CH3:42])([CH3:41])[CH3:40])([CH3:38])[CH3:37])[O:28]1)[CH:8]=[CH:9][CH:10]1[CH2:15][C:14]([CH3:16])=[CH:13][CH2:12][O:11]1)([CH3:4])([CH3:3])[CH3:2].C1C=CC2N(O)N=NC=2C=1.O.CCN=C=NCCCN(C)C.CI. (5) Given the product [Br:1][C:2]1[CH:7]=[CH:6][C:5]([N:19]2[CH2:20][CH2:21][CH:17]([N:14]3[CH2:13][CH2:12][CH:11]([CH3:10])[CH2:16][CH2:15]3)[CH2:18]2)=[C:4]([F:9])[CH:3]=1, predict the reactants needed to synthesize it. The reactants are: [Br:1][C:2]1[CH:7]=[CH:6][C:5](I)=[C:4]([F:9])[CH:3]=1.[CH3:10][CH:11]1[CH2:16][CH2:15][N:14]([CH:17]2[CH2:21][CH2:20][NH:19][CH2:18]2)[CH2:13][CH2:12]1.C(=O)([O-])[O-].[Cs+].[Cs+].C1(P(C2C=CC=CC=2)C2C=CC3C(=CC=CC=3)C=2C2C3C(=CC=CC=3)C=CC=2P(C2C=CC=CC=2)C2C=CC=CC=2)C=CC=CC=1. (6) Given the product [Cl:1][C:2]1[CH:3]=[CH:4][C:5]([O:26][CH2:27][CH:28]([CH3:30])[CH3:29])=[C:6]([CH2:8][N:9]2[C:13]([CH3:14])=[CH:12][C:11]([C:15]([NH:17][C:18]3[CH:23]=[CH:22][C:21]([CH:24]=[O:25])=[CH:20][CH:19]=3)=[O:16])=[N:10]2)[CH:7]=1, predict the reactants needed to synthesize it. The reactants are: [Cl:1][C:2]1[CH:3]=[CH:4][C:5]([O:26][CH2:27][CH:28]([CH3:30])[CH3:29])=[C:6]([CH2:8][N:9]2[C:13]([CH3:14])=[CH:12][C:11]([C:15]([NH:17][C:18]3[CH:23]=[CH:22][C:21]([CH2:24][OH:25])=[CH:20][CH:19]=3)=[O:16])=[N:10]2)[CH:7]=1. (7) Given the product [F:1][C:2]1[N:7]=[C:6]([C:16]2[CH:17]=[CH:18][N:13]=[CH:14][CH:15]=2)[C:5]([O:9][CH2:10][O:11][CH3:12])=[CH:4][CH:3]=1, predict the reactants needed to synthesize it. The reactants are: [F:1][C:2]1[N:7]=[C:6](I)[C:5]([O:9][CH2:10][O:11][CH3:12])=[CH:4][CH:3]=1.[N:13]1[CH:18]=[CH:17][C:16](B(O)O)=[CH:15][CH:14]=1.[O-]P([O-])([O-])=O.[K+].[K+].[K+].P(C1CCCCC1)(C1CCCCC1)C1CCCCC1. (8) Given the product [NH2:7][C@H:8]1[CH2:14][CH2:13][CH2:12][N:11]([C:15]([O:17][CH2:18][C:19]2[CH:24]=[CH:23][CH:22]=[CH:21][CH:20]=2)=[O:16])[CH2:10][CH2:9]1, predict the reactants needed to synthesize it. The reactants are: C([S@]([NH:7][C@H:8]1[CH2:14][CH2:13][CH2:12][N:11]([C:15]([O:17][CH2:18][C:19]2[CH:24]=[CH:23][CH:22]=[CH:21][CH:20]=2)=[O:16])[CH2:10][CH2:9]1)=O)(C)(C)C.Cl.O1CCOCC1. (9) Given the product [C:22](=[O:23])([O:24][C:25]1[CH:30]=[CH:29][C:28]([N+:31]([O-:33])=[O:32])=[CH:27][C:26]=1[N:11]1[CH2:12][CH2:13][CH:8]([CH2:1][C:2]2[CH:7]=[CH:6][CH:5]=[CH:4][CH:3]=2)[CH2:9][CH2:10]1)[NH2:16], predict the reactants needed to synthesize it. The reactants are: [CH2:1]([CH:8]1[CH2:13][CH2:12][NH:11][CH2:10][CH2:9]1)[C:2]1[CH:7]=[CH:6][CH:5]=[CH:4][CH:3]=1.C([N:16](CC)CC)C.Cl[C:22]([O:24][C:25]1[CH:30]=[CH:29][C:28]([N+:31]([O-:33])=[O:32])=[CH:27][CH:26]=1)=[O:23].O. (10) The reactants are: Cl[C:2]1[N:25]=[C:5]2[C:6]([N:10]([CH2:12][C:13]3[CH:18]=[CH:17][CH:16]=[CH:15][C:14]=3[N:19]([CH3:24])[S:20]([CH3:23])(=[O:22])=[O:21])[CH3:11])=[CH:7][CH:8]=[CH:9][N:4]2[N:3]=1.[CH3:26][N:27]1[CH2:32][CH2:31][N:30]([C:33]2[CH:38]=[CH:37][C:36]([NH2:39])=[CH:35][CH:34]=2)[CH2:29][CH2:28]1.C1(P(C2CCCCC2)C2C=CC=CC=2C2C=CC=CC=2P(C2CCCCC2)C2CCCCC2)CCCCC1. Given the product [CH3:24][N:19]([C:14]1[CH:15]=[CH:16][CH:17]=[CH:18][C:13]=1[CH2:12][N:10]([CH3:11])[C:6]1[C:5]2[N:4]([N:3]=[C:2]([NH:39][C:36]3[CH:35]=[CH:34][C:33]([N:30]4[CH2:29][CH2:28][N:27]([CH3:26])[CH2:32][CH2:31]4)=[CH:38][CH:37]=3)[N:25]=2)[CH:9]=[CH:8][CH:7]=1)[S:20]([CH3:23])(=[O:22])=[O:21], predict the reactants needed to synthesize it.